The task is: Predict the reaction yield, written as a fraction of the theoretical maximum amount of product (1.0 means a 100% yield; for example, 0.34 means a 34% yield).. This data is from Reaction yield outcomes from USPTO patents with 853,638 reactions. (1) The reactants are F[C:2]1[C:7]([F:8])=[CH:6][C:5]([I:9])=[CH:4][N:3]=1.N1C=CC=CC=1.[NH2:16][CH2:17][C:18]([CH3:21])([OH:20])[CH3:19]. The catalyst is CN1C(=O)CCC1. The product is [F:8][C:7]1[C:2]([NH:16][CH2:17][C:18]([CH3:21])([OH:20])[CH3:19])=[N:3][CH:4]=[C:5]([I:9])[CH:6]=1. The yield is 0.917. (2) The reactants are C(OC([N:8]1[CH2:11][CH:10]([C:12]2[C:21]([C:22]3[CH:23]=[C:24]([CH3:28])[CH:25]=[CH:26][CH:27]=3)=[N:20][C:19]3[C:14](=[CH:15][CH:16]=[CH:17][CH:18]=3)[N:13]=2)[CH2:9]1)=O)(C)(C)C.[ClH:29].CO. No catalyst specified. The product is [ClH:29].[NH:8]1[CH2:11][CH:10]([C:12]2[C:21]([C:22]3[CH:23]=[C:24]([CH3:28])[CH:25]=[CH:26][CH:27]=3)=[N:20][C:19]3[C:14](=[CH:15][CH:16]=[CH:17][CH:18]=3)[N:13]=2)[CH2:9]1. The yield is 0.988. (3) The reactants are [CH3:1][C:2]1[S:6][C:5]([C:7]2[CH:8]=[N:9][CH:10]=[CH:11][CH:12]=2)=[N:4][C:3]=1[C:13]1[CH:18]=[CH:17][C:16]([N+:19]([O-])=O)=[CH:15][CH:14]=1. The catalyst is CCOC(C)=O.[Pd]. The product is [CH3:1][C:2]1[S:6][C:5]([C:7]2[CH:8]=[N:9][CH:10]=[CH:11][CH:12]=2)=[N:4][C:3]=1[C:13]1[CH:18]=[CH:17][C:16]([NH2:19])=[CH:15][CH:14]=1. The yield is 0.850. (4) The reactants are [Cl:1][CH2:2][C:3]([O:10][CH2:11][CH3:12])(OCC)OCC.[NH2:13][C:14]1[CH:19]=[C:18]([C:20]([F:23])([F:22])[F:21])[CH:17]=CC=1O. The catalyst is C(O)(=O)C. The product is [Cl:1][CH2:2][C:3]1[O:10][C:11]2[CH:12]=[CH:17][C:18]([C:20]([F:23])([F:22])[F:21])=[CH:19][C:14]=2[N:13]=1. The yield is 0.770. (5) The reactants are [F:1][C:2]1[CH:7]=[CH:6][C:5]([C:8]2[C:17]([N:18]3[CH2:22][CH2:21][CH2:20][C@@H:19]3[CH3:23])=[N:16][C:15]3[C:10](=[CH:11][CH:12]=[C:13]([C:24]([O:26]C)=[O:25])[CH:14]=3)[N:9]=2)=[C:4]([CH3:28])[CH:3]=1.[OH-].[Na+]. The catalyst is CO.O. The product is [F:1][C:2]1[CH:7]=[CH:6][C:5]([C:8]2[C:17]([N:18]3[CH2:22][CH2:21][CH2:20][C@@H:19]3[CH3:23])=[N:16][C:15]3[C:10](=[CH:11][CH:12]=[C:13]([C:24]([OH:26])=[O:25])[CH:14]=3)[N:9]=2)=[C:4]([CH3:28])[CH:3]=1. The yield is 0.740. (6) The reactants are [CH3:1][NH2:2].O.Br[CH2:5][C:6]1[CH:15]=[CH:14][C:13]2[C:8](=[CH:9][CH:10]=[CH:11][CH:12]=2)[CH:7]=1. The catalyst is C1COCC1. The product is [CH3:1][NH:2][CH2:5][C:6]1[CH:15]=[CH:14][C:13]2[C:8](=[CH:9][CH:10]=[CH:11][CH:12]=2)[CH:7]=1. The yield is 0.540.